From a dataset of Full USPTO retrosynthesis dataset with 1.9M reactions from patents (1976-2016). Predict the reactants needed to synthesize the given product. (1) Given the product [CH2:1]([C:8]1[S:12][C:11]([NH:13][C:14](=[O:29])[CH2:15][CH2:16][C:17]([C:19]2[CH:24]=[CH:23][C:22]([O:25][CH2:26][CH3:27])=[C:21](/[CH:64]=[CH:63]/[C:62]([O:66][CH2:67][CH3:68])=[O:65])[CH:20]=2)=[O:18])=[N:10][C:9]=1[C:30]1[CH:35]=[CH:34][CH:33]=[CH:32][CH:31]=1)[C:2]1[CH:7]=[CH:6][CH:5]=[CH:4][CH:3]=1, predict the reactants needed to synthesize it. The reactants are: [CH2:1]([C:8]1[S:12][C:11]([NH:13][C:14](=[O:29])[CH2:15][CH2:16][C:17]([C:19]2[CH:24]=[CH:23][C:22]([O:25][CH2:26][CH3:27])=[C:21](Br)[CH:20]=2)=[O:18])=[N:10][C:9]=1[C:30]1[CH:35]=[CH:34][CH:33]=[CH:32][CH:31]=1)[C:2]1[CH:7]=[CH:6][CH:5]=[CH:4][CH:3]=1.C1(P(C2C=CC=CC=2)C2C=CC=CC=2)C=CC=CC=1.C(N(CC)CC)C.[C:62]([O:66][CH2:67][CH3:68])(=[O:65])[CH:63]=[CH2:64]. (2) Given the product [P:1]([OH:21])([OH:20])([OH:3])=[O:2].[CH3:7][CH2:6][CH2:5][CH:4]([Na:23])[CH2:8][CH2:9][CH2:10][CH2:11][CH2:12][CH2:13][CH2:14][CH2:15][CH2:16][CH2:17][CH2:18][CH3:19], predict the reactants needed to synthesize it. The reactants are: [P:1]([O-:21])([O-:20])([O:3][CH:4]([CH2:8][CH2:9][CH2:10][CH2:11][CH2:12][CH2:13][CH2:14][CH2:15][CH2:16][CH2:17][CH2:18][CH3:19])[CH2:5][CH2:6][CH3:7])=[O:2].[OH-].[Na+:23]. (3) Given the product [F:31][CH2:30][CH2:29][CH2:28][CH2:27][CH2:26][CH2:25][O:17][C:14]1[CH:13]=[CH:12][C:11]([CH2:10][CH2:9][C:3]2([CH2:2][OH:1])[CH2:7][O:6][C:5]([CH3:8])=[N:4]2)=[CH:16][CH:15]=1, predict the reactants needed to synthesize it. The reactants are: [OH:1][CH2:2][C:3]1([CH2:9][CH2:10][C:11]2[CH:16]=[CH:15][C:14]([OH:17])=[CH:13][CH:12]=2)[CH2:7][O:6][C:5]([CH3:8])=[N:4]1.C([O-])([O-])=O.[Cs+].[Cs+].Br[CH2:25][CH2:26][CH2:27][CH2:28][CH2:29][CH2:30][F:31].C([O-])(O)=O.[Na+].